Dataset: Catalyst prediction with 721,799 reactions and 888 catalyst types from USPTO. Task: Predict which catalyst facilitates the given reaction. (1) Reactant: [OH:1][CH2:2][C:3]([C:5]1[CH:10]=[CH:9][CH:8]=[CH:7][C:6]=1[C:11]1[CH:31]=[CH:30][C:14]2[NH:15][C:16]([CH2:18][O:19][C:20]3[CH:25]=[CH:24][C:23]([C:26]([F:29])([F:28])[F:27])=[CH:22][CH:21]=3)=[N:17][C:13]=2[CH:12]=1)=[O:4].[BH4-].[Na+]. Product: [F:29][C:26]([F:27])([F:28])[C:23]1[CH:24]=[CH:25][C:20]([O:19][CH2:18][C:16]2[NH:15][C:14]3[CH:30]=[CH:31][C:11]([C:6]4[CH:7]=[CH:8][CH:9]=[CH:10][C:5]=4[CH:3]([OH:4])[CH2:2][OH:1])=[CH:12][C:13]=3[N:17]=2)=[CH:21][CH:22]=1. The catalyst class is: 8. (2) Reactant: [Br:1][C:2]1[CH:7]=[CH:6][C:5]([OH:8])=[CH:4][CH:3]=1.C([O-])([O-])=O.[K+].[K+].Cl.Cl[CH2:17][CH2:18][N:19]1[CH2:24][CH2:23][CH2:22][CH2:21][CH2:20]1. Product: [Br:1][C:2]1[CH:7]=[CH:6][C:5]([O:8][CH2:17][CH2:18][N:19]2[CH2:24][CH2:23][CH2:22][CH2:21][CH2:20]2)=[CH:4][CH:3]=1. The catalyst class is: 3.